Dataset: Full USPTO retrosynthesis dataset with 1.9M reactions from patents (1976-2016). Task: Predict the reactants needed to synthesize the given product. (1) Given the product [C:1]([O:5][C:6](=[O:17])[NH:7][CH2:8][CH:9]1[CH2:10][CH2:11][C:12]([C:15]#[N:16])([CH3:18])[CH2:13][CH2:14]1)([CH3:4])([CH3:2])[CH3:3], predict the reactants needed to synthesize it. The reactants are: [C:1]([O:5][C:6](=[O:17])[NH:7][CH2:8][CH:9]1[CH2:14][CH2:13][CH:12]([C:15]#[N:16])[CH2:11][CH2:10]1)([CH3:4])([CH3:3])[CH3:2].[CH:18]([N-]C(C)C)(C)C.[Li+].CI. (2) Given the product [F:37][C:36]1[C:29]([C:26]2[CH:25]=[CH:24][C:23]([C:20]3([C:17]4[N:13]5[CH2:14][CH2:15][S:16][C:10]([CH2:9][OH:8])([CH3:38])[CH2:11][C:12]5=[N:19][N:18]=4)[CH2:21][CH2:22]3)=[CH:28][CH:27]=2)=[N:30][CH:31]=[C:32]([CH:35]=1)[C:33]#[N:34], predict the reactants needed to synthesize it. The reactants are: [Si]([O:8][CH2:9][C:10]1([CH3:38])[S:16][CH2:15][CH2:14][N:13]2[C:17]([C:20]3([C:23]4[CH:28]=[CH:27][C:26]([C:29]5[C:36]([F:37])=[CH:35][C:32]([C:33]#[N:34])=[CH:31][N:30]=5)=[CH:25][CH:24]=4)[CH2:22][CH2:21]3)=[N:18][N:19]=[C:12]2[CH2:11]1)(C(C)(C)C)(C)C.[F-].C([N+](CCCC)(CCCC)CCCC)CCC.[Cl-].[NH4+].